From a dataset of Full USPTO retrosynthesis dataset with 1.9M reactions from patents (1976-2016). Predict the reactants needed to synthesize the given product. (1) Given the product [Br:1][C:2]1[CH:3]=[C:4]2[C:9](=[CH:10][CH:11]=1)[CH:8]=[C:7]([C:12]([NH2:15])=[O:14])[CH:6]=[CH:5]2, predict the reactants needed to synthesize it. The reactants are: [Br:1][C:2]1[CH:3]=[C:4]2[C:9](=[CH:10][CH:11]=1)[CH:8]=[C:7]([C:12]([OH:14])=O)[CH:6]=[CH:5]2.[NH3:15]. (2) Given the product [Br:19][C:20]1[C:25]([NH:18][CH:16]([C:8]2[CH:9]=[C:10]3[N:15]([C:7]=2[C:2]2[CH:3]=[CH:4][CH:5]=[CH:6][N:1]=2)[CH:14]=[CH:13][CH:12]=[CH:11]3)[CH3:17])=[N:24][CH:23]=[N:22][C:21]=1[NH2:27], predict the reactants needed to synthesize it. The reactants are: [N:1]1[CH:6]=[CH:5][CH:4]=[CH:3][C:2]=1[C:7]1[N:15]2[C:10]([CH:11]=[CH:12][CH:13]=[CH:14]2)=[CH:9][C:8]=1[CH:16]([NH2:18])[CH3:17].[Br:19][C:20]1[C:21]([NH2:27])=[N:22][CH:23]=[N:24][C:25]=1Cl. (3) Given the product [C:12]1([CH2:11][CH2:10][NH:13][C:14]([C:16]2[S:17][CH:18]=[CH:19][C:20]=2[NH:21][C:22]2[CH:27]=[CH:26][N:25]=[C:24]3[NH:28][CH:29]=[CH:30][C:23]=23)=[O:15])[CH2:35][CH2:36][CH2:31][CH2:32][CH:33]=1, predict the reactants needed to synthesize it. The reactants are: C(OC(N1[CH2:12][CH2:11][CH:10]([NH:13][C:14]([C:16]2[S:17][CH:18]=[CH:19][C:20]=2[NH:21][C:22]2[CH:27]=[CH:26][N:25]=[C:24]3[NH:28][CH:29]=[CH:30][C:23]=23)=[O:15])C1)=O)(C)(C)C.[C:31]1(CCN)[CH2:36][CH2:35]C[CH2:33][CH:32]=1. (4) Given the product [NH2:26][C:3]1[C:2]([NH:33][C:31](=[O:32])[C:30]2[CH:34]=[CH:35][CH:36]=[CH:37][C:29]=2[C:28]([F:38])([F:39])[F:27])=[CH:7][C:6]([C:8]2[O:9][C:10]3[CH:16]=[CH:15][C:14]([CH3:17])=[CH:13][C:11]=3[N:12]=2)=[CH:5][C:4]=1[C:18]1[CH:23]=[C:22]([CH3:24])[CH:21]=[C:20]([CH3:25])[CH:19]=1, predict the reactants needed to synthesize it. The reactants are: Br[C:2]1[C:3]([NH2:26])=[C:4]([C:18]2[CH:23]=[C:22]([CH3:24])[CH:21]=[C:20]([CH3:25])[CH:19]=2)[CH:5]=[C:6]([C:8]2[O:9][C:10]3[CH:16]=[CH:15][C:14]([CH3:17])=[CH:13][C:11]=3[N:12]=2)[CH:7]=1.[F:27][C:28]([F:39])([F:38])[C:29]1[CH:37]=[CH:36][CH:35]=[CH:34][C:30]=1[C:31]([NH2:33])=[O:32]. (5) Given the product [CH3:20][C:5]1[CH:6]=[C:7]([NH:8][S:16]([CH3:15])(=[O:18])=[O:17])[CH:9]=[C:10]([N+:12]([O-:14])=[O:13])[CH:11]=1, predict the reactants needed to synthesize it. The reactants are: CS([C:5]1[CH:6]=[C:7]([CH:9]=[C:10]([N+:12]([O-:14])=[O:13])[CH:11]=1)[NH2:8])(=O)=O.[CH3:15][S:16](Cl)(=[O:18])=[O:17].[C:20]([O-])(O)=O.[Na+]. (6) Given the product [NH:61]1[C:69]2[C:64](=[C:65]([CH2:70][NH:71][C:58]([NH:57][C:48]3[CH:49]=[C:50]([CH3:56])[C:51]([C:52]([O:54][CH3:55])=[O:53])=[C:46]([CH3:45])[CH:47]=3)=[O:59])[CH:66]=[CH:67][CH:68]=2)[CH:63]=[CH:62]1, predict the reactants needed to synthesize it. The reactants are: COC(C1C(C)=CC(C(O)=O)=CC=1C)=O.C1(P(N=[N+]=[N-])(C2C=CC=CC=2)=O)C=CC=CC=1.C(N(C(C)C)CC)(C)C.C(=O)=O.[CH3:45][C:46]1[CH:47]=[C:48]([N:57]=[C:58]=[O:59])[CH:49]=[C:50]([CH3:56])[C:51]=1[C:52]([O:54][CH3:55])=[O:53].Cl.[NH:61]1[C:69]2[CH:68]=[CH:67][CH:66]=[C:65]([CH2:70][NH2:71])[C:64]=2[CH:63]=[CH:62]1. (7) Given the product [CH:51]([OH:52])=[O:63].[C:5]([C:9]1[CH:13]=[C:12]([NH:14][C:15]([NH:17][C@@H:18]2[C:27]3[C:22](=[CH:23][CH:24]=[CH:25][CH:26]=3)[C@H:21]([O:28][C:29]3[CH:30]=[CH:31][C:32]4[N:33]([C:35]([N:38]5[C@H:39]([CH3:45])[CH2:40][CH2:41][CH2:42][C@@H:43]5[CH3:44])=[N:36][N:37]=4)[CH:34]=3)[CH2:20][CH2:19]2)=[O:16])[N:11]([C:46]2[CH:59]=[CH:58][CH:57]=[C:48]([O:49][CH2:50][CH2:51][N:3]([CH2:1][CH3:2])[CH3:4])[CH:47]=2)[N:10]=1)([CH3:6])([CH3:8])[CH3:7], predict the reactants needed to synthesize it. The reactants are: [CH2:1]([NH:3][CH3:4])[CH3:2].[C:5]([C:9]1[CH:13]=[C:12]([NH:14][C:15]([NH:17][C@@H:18]2[C:27]3[C:22](=[CH:23][CH:24]=[CH:25][CH:26]=3)[C@H:21]([O:28][C:29]3[CH:30]=[CH:31][C:32]4[N:33]([C:35]([N:38]5[C@H:43]([CH3:44])[CH2:42][CH2:41][CH2:40][C@@H:39]5[CH3:45])=[N:36][N:37]=4)[CH:34]=3)[CH2:20][CH2:19]2)=[O:16])[N:11]([C:46]2[CH:47]=[C:48]([CH:57]=[CH:58][CH:59]=2)[O:49][CH2:50][CH2:51][O:52]S(C)(=O)=O)[N:10]=1)([CH3:8])([CH3:7])[CH3:6].C1C[O:63]CC1. (8) Given the product [NH2:1][C:2]1[N:3]=[C:4]([N:17]2[CH2:18][C@H:19]([CH3:29])[CH2:20][C@@H:21]([N:23]3[CH2:31][CH2:30][O:32][C:24]3=[O:28])[CH2:22]2)[CH:5]=[C:6]([C:8]2[CH:9]=[C:10]3[C:11]([C:12]([NH2:13])=[N:34][NH:35]3)=[CH:14][CH:15]=2)[N:7]=1, predict the reactants needed to synthesize it. The reactants are: [NH2:1][C:2]1[N:7]=[C:6]([C:8]2[CH:15]=[CH:14][C:11]([C:12]#[N:13])=[C:10](F)[CH:9]=2)[CH:5]=[C:4]([N:17]2[CH2:22][C@H:21]([N:23]3CCO[C:24]3=[O:28])[CH2:20][C@@H:19]([CH3:29])[CH2:18]2)[N:3]=1.[CH2:30]([OH:32])[CH3:31].O.[NH2:34][NH2:35].[NH4+].[OH-]. (9) Given the product [CH3:9][O:10][C:11](=[O:40])/[C:12](/[NH:13][C:14](=[O:33])[C:15]1[CH:20]=[CH:19][C:18]([CH:21]([OH:31])[CH2:22][CH2:23][C:24]2[CH:29]=[CH:28][CH:27]=[C:26]([OH:30])[CH:25]=2)=[CH:17][C:16]=1[Cl:32])=[CH:51]/[C:43]1[CH:42]=[N:41][C:50]2[C:45]([CH:44]=1)=[CH:46][CH:47]=[CH:48][CH:49]=2, predict the reactants needed to synthesize it. The reactants are: CN(C)C(N(C)C)=N.[CH3:9][O:10][C:11](=[O:40])[CH:12](P(OC)(OC)=O)[NH:13][C:14](=[O:33])[C:15]1[CH:20]=[CH:19][C:18]([CH:21]([OH:31])[CH2:22][CH2:23][C:24]2[CH:29]=[CH:28][CH:27]=[C:26]([OH:30])[CH:25]=2)=[CH:17][C:16]=1[Cl:32].[N:41]1[C:50]2[C:45](=[CH:46][CH:47]=[CH:48][CH:49]=2)[CH:44]=[C:43]([CH:51]=O)[CH:42]=1.